From a dataset of Catalyst prediction with 721,799 reactions and 888 catalyst types from USPTO. Predict which catalyst facilitates the given reaction. (1) Reactant: [C:1]1([C:7]2[S:11][CH:10]=[N:9][C:8]=2C(O)=O)[CH:6]=[CH:5][CH:4]=[CH:3][CH:2]=1.C1C=CC(P([N:29]=[N+]=[N-])(C2C=CC=CC=2)=O)=CC=1.[N:32]12[CH2:40][CH2:39][C:36]([OH:41])([CH2:37][CH2:38]1)[CH2:35][CH2:34][CH2:33]2.Cl.[OH-].[Na+].CCO[C:48](C)=[O:49]. Product: [N:32]12[CH2:40][CH2:39][C:36]([O:41][C:48](=[O:49])[NH:29][C:8]3[N:9]=[CH:10][S:11][C:7]=3[C:1]3[CH:2]=[CH:3][CH:4]=[CH:5][CH:6]=3)([CH2:37][CH2:38]1)[CH2:35][CH2:34][CH2:33]2. The catalyst class is: 588. (2) Reactant: [Br:1][C:2]1[CH:9]=[CH:8][C:5]([C:6]#[N:7])=[C:4](F)[CH:3]=1.[CH3:11][O-:12].[Na+]. Product: [Br:1][C:2]1[CH:9]=[CH:8][C:5]([C:6]#[N:7])=[C:4]([O:12][CH3:11])[CH:3]=1. The catalyst class is: 1. (3) Reactant: [C:1]([O:5][C:6]([N:8]1[CH2:12][CH:11]([OH:13])[CH2:10][CH:9]1[C:14]([N:16]1[CH2:21][CH2:20][CH:19]([CH2:22][C:23]2[CH:28]=[CH:27][CH:26]=[CH:25][CH:24]=2)[CH2:18][CH2:17]1)=[O:15])=[O:7])([CH3:4])([CH3:3])[CH3:2].[H-].[Na+].CI.[C:33]([O-])(O)=O.[Na+]. Product: [C:1]([O:5][C:6]([N:8]1[CH2:12][C@H:11]([O:13][CH3:33])[CH2:10][C@H:9]1[C:14]([N:16]1[CH2:17][CH2:18][CH:19]([CH2:22][C:23]2[CH:24]=[CH:25][CH:26]=[CH:27][CH:28]=2)[CH2:20][CH2:21]1)=[O:15])=[O:7])([CH3:4])([CH3:2])[CH3:3]. The catalyst class is: 134. (4) Reactant: CN(C=O)C.C[O:7][C:8](=O)[N:9]=[C:10](SC)[C:11]([C:25]1[CH:30]=[C:29]([OH:31])[CH:28]=[C:27]([O:32][CH2:33][CH3:34])[CH:26]=1)=[N:12][C:13]1[CH:18]=[CH:17][C:16]([C:19]2[N:23]=[C:22]([CH3:24])[O:21][N:20]=2)=[CH:15][CH:14]=1.[NH:38]([C:40]1[N:45]=[CH:44][CH:43]=[CH:42][N:41]=1)[NH2:39]. Product: [CH2:33]([O:32][C:27]1[CH:26]=[C:25]([CH:11]([NH:12][C:13]2[CH:14]=[CH:15][C:16]([C:19]3[N:23]=[C:22]([CH3:24])[O:21][N:20]=3)=[CH:17][CH:18]=2)[C:10]2[NH:9][C:8](=[O:7])[N:38]([C:40]3[N:45]=[CH:44][CH:43]=[CH:42][N:41]=3)[N:39]=2)[CH:30]=[C:29]([OH:31])[CH:28]=1)[CH3:34]. The catalyst class is: 66. (5) Reactant: [CH3:1][N:2]1[C:7](=[O:8])[C:6]([N:9]2[CH2:14][CH2:13][N:12]([CH3:15])[CH2:11][CH2:10]2)=[C:5]2[C:16](=[O:32])[N:17]([CH2:20][CH2:21][C:22]3[CH:31]=[CH:30][C:29]4[C:24](=[CH:25][CH:26]=[CH:27][CH:28]=4)[N:23]=3)[C:18](=[O:19])[C:4]2=[CH:3]1. Product: [CH3:1][N:2]1[C:7](=[O:8])[C:6]([N:9]2[CH2:10][CH2:11][N:12]([CH3:15])[CH2:13][CH2:14]2)=[C:5]2[CH:16]([OH:32])[N:17]([CH2:20][CH2:21][C:22]3[CH:31]=[CH:30][C:29]4[C:24](=[CH:25][CH:26]=[CH:27][CH:28]=4)[N:23]=3)[C:18](=[O:19])[C:4]2=[CH:3]1. The catalyst class is: 183. (6) Reactant: [C:1]([O:5][C:6](=[O:28])[NH:7][CH:8]1[CH2:12][C:11](=[O:13])[N:10]([C:14]2[CH:19]=[CH:18][C:17]([O:20]CC3C=CC=CC=3)=[CH:16][CH:15]=2)[CH2:9]1)([CH3:4])([CH3:3])[CH3:2]. Product: [C:1]([O:5][C:6](=[O:28])[NH:7][CH:8]1[CH2:12][C:11](=[O:13])[N:10]([C:14]2[CH:15]=[CH:16][C:17]([OH:20])=[CH:18][CH:19]=2)[CH2:9]1)([CH3:4])([CH3:2])[CH3:3]. The catalyst class is: 123. (7) Reactant: [CH2:1]([N:8]1[CH2:13][CH2:12][C:11](=[O:14])[CH2:10][C:9]1([CH3:16])[CH3:15])[C:2]1[CH:7]=[CH:6][CH:5]=[CH:4][CH:3]=1.[H-].[Al+3].[Li+].[H-].[H-].[H-]. Product: [CH2:1]([N:8]1[CH2:13][CH2:12][CH:11]([OH:14])[CH2:10][C:9]1([CH3:16])[CH3:15])[C:2]1[CH:3]=[CH:4][CH:5]=[CH:6][CH:7]=1. The catalyst class is: 7. (8) Reactant: [F:1][C:2]1[CH:10]=[CH:9][CH:8]=[C:7]2[C:3]=1[C:4]([C:18]([OH:20])=O)=[CH:5][N:6]2[CH2:11][CH2:12][O:13][C:14]([F:17])([F:16])[F:15].Cl.[F:22][C:23]([F:42])([F:41])[C:24]([NH:26][CH2:27][C:28]1[CH:33]=[CH:32][C:31]([F:34])=[C:30]([CH:35]2[CH2:40][CH2:39][NH:38][CH2:37][CH2:36]2)[CH:29]=1)=[O:25].CCN=C=NCCCN(C)C.CCN(CC)CC. Product: [F:41][C:23]([F:22])([F:42])[C:24]([NH:26][CH2:27][C:28]1[CH:33]=[CH:32][C:31]([F:34])=[C:30]([CH:35]2[CH2:40][CH2:39][N:38]([C:18]([C:4]3[C:3]4[C:7](=[CH:8][CH:9]=[CH:10][C:2]=4[F:1])[N:6]([CH2:11][CH2:12][O:13][C:14]([F:15])([F:16])[F:17])[CH:5]=3)=[O:20])[CH2:37][CH2:36]2)[CH:29]=1)=[O:25]. The catalyst class is: 91.